From a dataset of Full USPTO retrosynthesis dataset with 1.9M reactions from patents (1976-2016). Predict the reactants needed to synthesize the given product. (1) Given the product [NH2:25][C:26]1[C:27]([C:36]([NH:40][C@H:41]([C:50]([O:52][C:53]([CH3:56])([CH3:55])[CH3:54])=[O:51])[CH2:42][C:43]([O:45][C:46]([CH3:48])([CH3:49])[CH3:47])=[O:44])=[O:38])=[CH:28][C:29]2[C:34]([CH:35]=1)=[CH:33][CH:32]=[CH:31][CH:30]=2, predict the reactants needed to synthesize it. The reactants are: CN(C(ON1N=NC2C=CC=NC1=2)=[N+](C)C)C.F[P-](F)(F)(F)(F)F.[NH2:25][C:26]1[C:27]([C:36]([OH:38])=O)=[CH:28][C:29]2[C:34]([CH:35]=1)=[CH:33][CH:32]=[CH:31][CH:30]=2.Cl.[NH2:40][C@H:41]([C:50]([O:52][C:53]([CH3:56])([CH3:55])[CH3:54])=[O:51])[CH2:42][C:43]([O:45][C:46]([CH3:49])([CH3:48])[CH3:47])=[O:44].C(N(CC)C(C)C)(C)C.C([O-])(O)=O.[Na+]. (2) Given the product [Cl:18][C:13]1[CH:12]=[C:11]([CH:16]=[CH:15][C:14]=1[Cl:17])[CH2:10][N:7]([O:8][CH3:9])[C:6]([C:5]1[CH2:22][N:24]([CH2:25][CH2:26][CH2:27][CH2:28][OH:29])[C:3](=[O:21])[C:4]=1[OH:20])=[O:19], predict the reactants needed to synthesize it. The reactants are: CO[C:3](=[O:21])[C:4]([OH:20])=[CH:5][C:6](=[O:19])[N:7]([CH2:10][C:11]1[CH:16]=[CH:15][C:14]([Cl:17])=[C:13]([Cl:18])[CH:12]=1)[O:8][CH3:9].[CH2:22]=O.[NH2:24][CH2:25][CH2:26][CH2:27][CH2:28][OH:29]. (3) Given the product [CH3:35][O:36][C:37]([N:25]1[CH2:26][CH2:27][CH:22]([C:7]2[C:8]3[S:12][C:11]([NH:13][C:14]([N:16]4[CH2:21][CH2:20][O:19][CH2:18][CH2:17]4)=[O:15])=[N:10][C:9]=3[C:4]([O:3][CH3:2])=[CH:5][CH:6]=2)[CH2:23][CH2:24]1)=[O:38], predict the reactants needed to synthesize it. The reactants are: Cl.[CH3:2][O:3][C:4]1[C:9]2[N:10]=[C:11]([NH:13][C:14]([N:16]3[CH2:21][CH2:20][O:19][CH2:18][CH2:17]3)=[O:15])[S:12][C:8]=2[C:7]([CH:22]2[CH2:27][CH2:26][NH:25][CH2:24][CH2:23]2)=[CH:6][CH:5]=1.C(N(CC)CC)C.[CH3:35][O:36][C:37](Cl)=[O:38].C(=O)(O)[O-].[Na+]. (4) Given the product [C:23]([C:21]1[CH:20]=[C:19]([CH2:27][OH:28])[C:18]([O:29][CH3:30])=[C:17]([NH:16][C:15](=[O:31])[NH:32][C:33]2[C:42]3[C:37](=[CH:38][CH:39]=[CH:40][CH:41]=3)[C:36]([O:43][C:44]3[CH:49]=[CH:48][N:47]=[C:46]([NH:50][C:51]4[CH:52]=[C:53]([CH:67]=[C:68]([C:70]#[CH:71])[CH:69]=4)[C:54]([NH:56][CH2:57][CH2:58][O:59][CH2:60][CH2:61][O:62][CH2:63][CH2:64][O:65][CH3:66])=[O:55])[CH:45]=3)=[CH:35][CH:34]=2)[CH:22]=1)([CH3:24])([CH3:25])[CH3:26], predict the reactants needed to synthesize it. The reactants are: C(N(CC)CC)C.C1(O[C:15](=[O:31])[NH:16][C:17]2[CH:22]=[C:21]([C:23]([CH3:26])([CH3:25])[CH3:24])[CH:20]=[C:19]([CH2:27][OH:28])[C:18]=2[O:29][CH3:30])C=CC=CC=1.[NH2:32][C:33]1[C:42]2[C:37](=[CH:38][CH:39]=[CH:40][CH:41]=2)[C:36]([O:43][C:44]2[CH:49]=[CH:48][N:47]=[C:46]([NH:50][C:51]3[CH:52]=[C:53]([CH:67]=[C:68]([C:70]#[CH:71])[CH:69]=3)[C:54]([NH:56][CH2:57][CH2:58][O:59][CH2:60][CH2:61][O:62][CH2:63][CH2:64][O:65][CH3:66])=[O:55])[CH:45]=2)=[CH:35][CH:34]=1. (5) Given the product [F:1][C:2]1[CH:3]=[C:4]([C:13]2[C:21]3[C:16](=[CH:17][CH:18]=[C:19]([NH2:22])[CH:20]=3)[N:15]([C:25]([C:26]3[CH:27]=[CH:28][CH:29]=[CH:30][CH:31]=3)([C:38]3[CH:39]=[CH:40][CH:41]=[CH:42][CH:43]=3)[C:32]3[CH:37]=[CH:36][CH:35]=[CH:34][CH:33]=3)[N:14]=2)[CH:5]=[CH:6][C:7]=1[O:8][CH2:9][CH2:10][O:11][CH3:12], predict the reactants needed to synthesize it. The reactants are: [F:1][C:2]1[CH:3]=[C:4]([C:13]2[C:21]3[C:16](=[CH:17][CH:18]=[C:19]([N+:22]([O-])=O)[CH:20]=3)[N:15]([C:25]([C:38]3[CH:43]=[CH:42][CH:41]=[CH:40][CH:39]=3)([C:32]3[CH:37]=[CH:36][CH:35]=[CH:34][CH:33]=3)[C:26]3[CH:31]=[CH:30][CH:29]=[CH:28][CH:27]=3)[N:14]=2)[CH:5]=[CH:6][C:7]=1[O:8][CH2:9][CH2:10][O:11][CH3:12]. (6) Given the product [NH2:18][C:16]1[NH:15][N:14]=[C:13]([NH:12][C:5]2[CH:6]=[C:7]([C:8]([F:11])([F:10])[F:9])[C:2]([C:55]3[CH:60]=[CH:59][C:58]([S:61]([N:64]4[CH2:67][CH:66]([OH:68])[CH2:65]4)(=[O:63])=[O:62])=[CH:57][CH:56]=3)=[C:3]([Cl:19])[CH:4]=2)[N:17]=1, predict the reactants needed to synthesize it. The reactants are: Br[C:2]1[C:7]([C:8]([F:11])([F:10])[F:9])=[CH:6][C:5]([NH:12][C:13]2[N:17]=[C:16]([NH2:18])[NH:15][N:14]=2)=[CH:4][C:3]=1[Cl:19].CN1C(C)(C)CC(SC2C=CC(B3OC(C)(C)C(C)(C)O3)=CC=2)CC1(C)C.CC1(C)C(C)(C)OB([C:55]2[CH:60]=[CH:59][C:58]([S:61]([N:64]3[CH2:67][CH:66]([OH:68])[CH2:65]3)(=[O:63])=[O:62])=[CH:57][CH:56]=2)O1.C([O-])([O-])=O.[K+].[K+].